The task is: Predict the product of the given reaction.. This data is from Forward reaction prediction with 1.9M reactions from USPTO patents (1976-2016). (1) Given the reactants [O-]CC.[Na+].[NH2:5][C:6]([NH2:8])=[O:7].C([O:11][C:12](=O)[CH2:13][CH2:14][C:15]1[CH:20]=[CH:19][C:18]([O:21][C:22]2[CH:27]=[CH:26][C:25]([CH:28]([C:36](=[O:40])[N:37]([CH3:39])[CH3:38])[CH2:29][C:30]3[CH:31]=[N:32][CH:33]=[CH:34][CH:35]=3)=[CH:24][CH:23]=2)=[CH:17][CH:16]=1)C.FC(F)(F)C(O)=O, predict the reaction product. The product is: [CH3:39][N:37]([CH3:38])[C:36](=[O:40])[CH:28]([C:25]1[CH:26]=[CH:27][C:22]([O:21][C:18]2[CH:17]=[CH:16][C:15]([CH2:14][CH2:13][C:12](=[O:11])[NH:5][C:6]([NH2:8])=[O:7])=[CH:20][CH:19]=2)=[CH:23][CH:24]=1)[CH2:29][C:30]1[CH:31]=[N:32][CH:33]=[CH:34][CH:35]=1. (2) Given the reactants [CH3:1][N:2]1[CH2:15][CH2:14][C:5]2[NH:6][C:7]3[CH:8]=[CH:9][C:10]([CH3:13])=[CH:11][C:12]=3[C:4]=2[CH2:3]1.N1C2C(=CC=C3C=2N=CC=C3)C=CC=1.P([O-])([O-])([O-])=O.[K+].[K+].[K+].Br[CH:39]=[C:40]([C:42]1[CH:47]=[CH:46][N:45]=[CH:44][CH:43]=1)[CH3:41], predict the reaction product. The product is: [CH3:1][N:2]1[CH2:15][CH2:14][C:5]2[N:6](/[CH:39]=[C:40](/[C:42]3[CH:47]=[CH:46][N:45]=[CH:44][CH:43]=3)\[CH3:41])[C:7]3[CH:8]=[CH:9][C:10]([CH3:13])=[CH:11][C:12]=3[C:4]=2[CH2:3]1. (3) Given the reactants [Cl:1][C:2]1[C:7]([C:8]2[N:12]([S:13]([C:16]3[CH:21]=[CH:20][CH:19]=[C:18]([C:22]#[N:23])[CH:17]=3)(=[O:15])=[O:14])[CH:11]=[C:10]([CH2:24][N:25](C)[C:26](=O)OC(C)(C)C)[C:9]=2[F:34])=[CH:6][CH:5]=[CH:4][N:3]=1.C(OCC)(=O)C.Cl, predict the reaction product. The product is: [Cl:1][C:2]1[C:7]([C:8]2[N:12]([S:13]([C:16]3[CH:17]=[C:18]([CH:19]=[CH:20][CH:21]=3)[C:22]#[N:23])(=[O:14])=[O:15])[CH:11]=[C:10]([CH2:24][NH:25][CH3:26])[C:9]=2[F:34])=[CH:6][CH:5]=[CH:4][N:3]=1. (4) The product is: [Cl:1][C:2]1[CH:7]=[CH:6][C:5]([C@H:8]([C:19]2[CH:20]=[CH:21][C:22]([C:25]3[CH:30]=[CH:29][C:28]([C:31]([OH:33])=[O:32])=[CH:27][CH:26]=3)=[CH:23][CH:24]=2)[CH2:9]/[C:10](=[N:36]\[OH:37])/[C:12]2[CH:17]=[CH:16][N:15]=[C:14]([CH3:18])[CH:13]=2)=[C:4]([CH3:34])[CH:3]=1. Given the reactants [Cl:1][C:2]1[CH:7]=[CH:6][C:5]([C@H:8]([C:19]2[CH:24]=[CH:23][C:22]([C:25]3[CH:30]=[CH:29][C:28]([C:31]([OH:33])=[O:32])=[CH:27][CH:26]=3)=[CH:21][CH:20]=2)[CH2:9][C:10]([C:12]2[CH:17]=[CH:16][N:15]=[C:14]([CH3:18])[CH:13]=2)=O)=[C:4]([CH3:34])[CH:3]=1.Cl.[NH2:36][OH:37].C(=O)([O-])O.[Na+], predict the reaction product.